Dataset: Reaction yield outcomes from USPTO patents with 853,638 reactions. Task: Predict the reaction yield, written as a fraction of the theoretical maximum amount of product (1.0 means a 100% yield; for example, 0.34 means a 34% yield). (1) The reactants are Cl[CH2:2][C:3]1[N:12]([C:13]2[CH:18]=[CH:17][CH:16]=[CH:15][C:14]=2[Cl:19])[C:11](=[O:20])[C:10]2[C:5](=[CH:6][C:7]([O:23][CH3:24])=[C:8]([O:21][CH3:22])[CH:9]=2)[N:4]=1.O.[SH:26][C:27]1[N:35]=[CH:34][N:33]=[C:32]2[C:28]=1[NH:29][CH:30]=[N:31]2.C([O-])([O-])=O.[K+].[K+]. The catalyst is CN(C=O)C. The product is [Cl:19][C:14]1[CH:15]=[CH:16][CH:17]=[CH:18][C:13]=1[N:12]1[C:11](=[O:20])[C:10]2[C:5](=[CH:6][C:7]([O:23][CH3:24])=[C:8]([O:21][CH3:22])[CH:9]=2)[N:4]=[C:3]1[CH2:2][S:26][C:27]1[N:35]=[CH:34][N:33]=[C:32]2[C:28]=1[N:29]=[CH:30][NH:31]2. The yield is 0.650. (2) The reactants are [O:1]=[C:2]1[CH2:7][S:6][C:5]2[CH:8]=[CH:9][C:10]([C:12](O)=[O:13])=[N:11][C:4]=2[NH:3]1.C(N(CC)CC)C.ClC(OCC(C)C)=O.[BH4-].[Na+].Cl. The catalyst is C1COCC1.O. The product is [OH:13][CH2:12][C:10]1[CH:9]=[CH:8][C:5]2[S:6][CH2:7][C:2](=[O:1])[NH:3][C:4]=2[N:11]=1. The yield is 0.740.